Dataset: Full USPTO retrosynthesis dataset with 1.9M reactions from patents (1976-2016). Task: Predict the reactants needed to synthesize the given product. (1) The reactants are: C[Si]([N-][Si](C)(C)C)(C)C.[Li+].F[C:12]1[CH:17]=[C:16]([O:18][CH3:19])[CH:15]=[CH:14][C:13]=1[C:20]1[N:29]=[CH:28][C:27]2[C:22](=[CH:23][C:24]([O:32][CH3:33])=[CH:25][C:26]=2[O:30][CH3:31])[N:21]=1.[CH:34]([N:37]1[CH2:41][CH2:40][CH2:39][CH:38]1[CH2:42][NH2:43])([CH3:36])[CH3:35].C1C[O:47]CC1. Given the product [CH:34]([N:37]1[CH2:41][CH2:40][CH2:39][CH:38]1[CH2:42][NH:43][C:12]1[CH:17]=[C:16]([O:18][CH3:19])[CH:15]=[CH:14][C:13]=1[C:20]1[NH:29][C:28](=[O:47])[C:27]2[C:22](=[CH:23][C:24]([O:32][CH3:33])=[CH:25][C:26]=2[O:30][CH3:31])[N:21]=1)([CH3:36])[CH3:35], predict the reactants needed to synthesize it. (2) Given the product [N:1]1[CH:2]=[CH:3][C:4]([N:7]2[CH2:12][CH2:11][N:10]([CH2:13][CH2:14][NH2:15])[CH2:9][CH2:8]2)=[CH:5][CH:6]=1, predict the reactants needed to synthesize it. The reactants are: [N:1]1[CH:6]=[CH:5][C:4]([N:7]2[CH2:12][CH2:11][N:10]([CH2:13][CH2:14][N:15]3C(=O)C4C(=CC=CC=4)C3=O)[CH2:9][CH2:8]2)=[CH:3][CH:2]=1.C(O)C.O.O.NN. (3) Given the product [Br:9][C:10]1[CH:15]=[CH:14][C:13]([C:16]2([OH:22])[CH2:17][CH2:18][N:19]([CH2:1][C:2]3[CH:7]=[CH:6][CH:5]=[CH:4][CH:3]=3)[CH2:20][CH2:21]2)=[CH:12][CH:11]=1, predict the reactants needed to synthesize it. The reactants are: [CH2:1](Br)[C:2]1[CH:7]=[CH:6][CH:5]=[CH:4][CH:3]=1.[Br:9][C:10]1[CH:15]=[CH:14][C:13]([C:16]2([OH:22])[CH2:21][CH2:20][NH:19][CH2:18][CH2:17]2)=[CH:12][CH:11]=1.C([O-])([O-])=O.[K+].[K+]. (4) Given the product [CH2:1]([N:4]1[C:8]2[C:9]([Br:14])=[C:10]([NH2:13])[CH:11]=[CH:12][C:7]=2[N:6]=[CH:5]1)[CH2:2][CH3:3], predict the reactants needed to synthesize it. The reactants are: [CH2:1]([N:4]1[C:8]2[CH:9]=[C:10]([NH2:13])[CH:11]=[CH:12][C:7]=2[N:6]=[CH:5]1)[CH2:2][CH3:3].[Br:14]Br.N.CO.C(Cl)Cl. (5) Given the product [CH2:1]([NH:8][CH:26]1[CH2:27][C:24]2([CH2:29][C:22]([CH2:30][O:31][CH2:32][C:33]3[CH:34]=[CH:35][CH:36]=[CH:37][CH:38]=3)([CH2:21][O:20][CH2:13][C:14]3[CH:19]=[CH:18][CH:17]=[CH:16][CH:15]=3)[CH2:23]2)[CH2:25]1)[C:2]1[CH:7]=[CH:6][CH:5]=[CH:4][CH:3]=1, predict the reactants needed to synthesize it. The reactants are: [CH2:1]([NH2:8])[C:2]1[CH:7]=[CH:6][CH:5]=[CH:4][CH:3]=1.C(O)(=O)C.[CH2:13]([O:20][CH2:21][C:22]1([CH2:30][O:31][CH2:32][C:33]2[CH:38]=[CH:37][CH:36]=[CH:35][CH:34]=2)[CH2:29][C:24]2([CH2:27][C:26](=O)[CH2:25]2)[CH2:23]1)[C:14]1[CH:19]=[CH:18][CH:17]=[CH:16][CH:15]=1.C([BH3-])#N.[Na+].C(=O)(O)[O-].[Na+]. (6) Given the product [CH3:1][CH:2]1[CH2:7][CH2:6][N:5]([C:8](=[O:10])[CH2:37][C:38]#[N:39])[CH:4]2[CH2:18][CH2:19][N:20]([C:21]3[C:22]4[CH:29]=[CH:28][NH:27][C:23]=4[N:24]=[CH:25][N:26]=3)[CH:3]12, predict the reactants needed to synthesize it. The reactants are: [CH3:1][CH:2]1[CH2:7][CH2:6][N:5]([C:8]([O:10]CC2C=CC=CC=2)=O)[CH:4]2[CH2:18][CH2:19][N:20]([C:21]3[C:22]4[CH:29]=[CH:28][NH:27][C:23]=4[N:24]=[CH:25][N:26]=3)[CH:3]12.Br.C(O)(=O)C.C1CCN2[C:38](=[N:39]CCC2)[CH2:37]C1.C(CC(OC)=O)#N.